Dataset: Forward reaction prediction with 1.9M reactions from USPTO patents (1976-2016). Task: Predict the product of the given reaction. Given the reactants [CH:1]12[CH2:27][CH:5]3[N:6]([C:10]([O:12][CH:13]4[CH2:18][CH2:17][CH2:16][N:15]([C:19]5[CH:24]=[CH:23][C:22]([NH2:25])=[CH:21][C:20]=5[F:26])[CH2:14]4)=[O:11])[CH:7]([CH2:9][CH:3]([CH2:4]3)[O:2]1)[CH2:8]2.Br[CH2:29][CH2:30][CH2:31][CH2:32][C:33](Cl)=[O:34].CC(C)([O-])C.[K+], predict the reaction product. The product is: [CH:1]12[CH2:8][CH:7]3[N:6]([C:10]([O:12][CH:13]4[CH2:18][CH2:17][CH2:16][N:15]([C:19]5[CH:24]=[CH:23][C:22]([N:25]6[CH2:29][CH2:30][CH2:31][CH2:32][C:33]6=[O:34])=[CH:21][C:20]=5[F:26])[CH2:14]4)=[O:11])[CH:5]([CH2:4][CH:3]([CH2:9]3)[O:2]1)[CH2:27]2.